Dataset: Forward reaction prediction with 1.9M reactions from USPTO patents (1976-2016). Task: Predict the product of the given reaction. (1) Given the reactants [CH3:1][C:2]1[CH:7]=[CH:6][N:5]=[C:4]([C:8]2[CH:13]=[CH:12][CH:11]=[CH:10][C:9]=2[C:14]([F:17])([F:16])[F:15])[N:3]=1.[Br:18]N1C(=O)CCC1=O.ClCCl, predict the reaction product. The product is: [Br:18][CH2:1][C:2]1[CH:7]=[CH:6][N:5]=[C:4]([C:8]2[CH:13]=[CH:12][CH:11]=[CH:10][C:9]=2[C:14]([F:17])([F:15])[F:16])[N:3]=1. (2) Given the reactants [NH2:1][CH2:2][CH:3]1[CH2:8][CH2:7][N:6]([S:9]([C:12]2[C:21]3[C:16](=[CH:17][CH:18]=[CH:19][CH:20]=3)[CH:15]=[CH:14][CH:13]=2)(=[O:11])=[O:10])[CH2:5][CH2:4]1.[CH3:22]/[C:23](=[CH:26]\[C:27]1[CH:32]=[CH:31][CH:30]=[CH:29][CH:28]=1)/[CH:24]=O.C(O)(=O)C.C(O[BH-](OC(=O)C)OC(=O)C)(=O)C.[Na+].C(=O)(O)[O-].[Na+], predict the reaction product. The product is: [CH3:22]/[C:23](=[CH:26]\[C:27]1[CH:32]=[CH:31][CH:30]=[CH:29][CH:28]=1)/[CH2:24][NH:1][CH2:2][CH:3]1[CH2:8][CH2:7][N:6]([S:9]([C:12]2[C:21]3[C:16](=[CH:17][CH:18]=[CH:19][CH:20]=3)[CH:15]=[CH:14][CH:13]=2)(=[O:11])=[O:10])[CH2:5][CH2:4]1. (3) Given the reactants C(O[C:6](=[O:32])[NH:7][C@@H:8]([CH2:21][C:22]1[CH:27]=[CH:26][CH:25]=[C:24]([O:28][CH2:29][CH:30]=[CH2:31])[CH:23]=1)[C@@H:9]([OH:20])[CH2:10][C@H:11]([C:13](=[O:19])[NH:14][CH2:15][CH2:16][CH2:17][CH3:18])[CH3:12])(C)(C)C.[CH2:33]([S:36]([CH2:39][CH2:40]C(O)=O)(=[O:38])=[O:37])[CH:34]=[CH2:35].CCN=C=NCCCN(C)C.C1C=CC2N(O)N=NC=2C=1.C(N(CC)CC)C, predict the reaction product. The product is: [CH2:15]([NH:14][C:13](=[O:19])[C@H:11]([CH3:12])[CH2:10][C@H:9]([OH:20])[C@@H:8]([NH:7][C:6](=[O:32])[CH2:40][CH2:39][S:36]([CH2:33][CH:34]=[CH2:35])(=[O:38])=[O:37])[CH2:21][C:22]1[CH:27]=[CH:26][CH:25]=[C:24]([O:28][CH2:29][CH:30]=[CH2:31])[CH:23]=1)[CH2:16][CH2:17][CH3:18]. (4) Given the reactants [Cl:1][C:2]1[C:7]([Cl:8])=[CH:6][CH:5]=[CH:4][C:3]=1[S:9]([N:12]([C:21]1[C:26]([O:27][CH3:28])=[N:25][C:24](Cl)=[CH:23][N:22]=1)[CH2:13][O:14][CH2:15][CH2:16][Si:17]([CH3:20])([CH3:19])[CH3:18])(=[O:11])=[O:10].Cl.[N:31]1[CH:36]=[CH:35][C:34]([CH2:37][CH2:38][SH:39])=[CH:33][CH:32]=1.C(=O)([O-])[O-].[Cs+].[Cs+].Cl, predict the reaction product. The product is: [Cl:1][C:2]1[C:7]([Cl:8])=[CH:6][CH:5]=[CH:4][C:3]=1[S:9]([N:12]([C:21]1[C:26]([O:27][CH3:28])=[N:25][C:24]([S:39][CH2:38][CH2:37][C:34]2[CH:35]=[CH:36][N:31]=[CH:32][CH:33]=2)=[CH:23][N:22]=1)[CH2:13][O:14][CH2:15][CH2:16][Si:17]([CH3:19])([CH3:20])[CH3:18])(=[O:11])=[O:10]. (5) Given the reactants [CH3:1][Sn:2]([CH3:8])([CH3:7])[Sn:2]([CH3:8])([CH3:7])[CH3:1].Br[C:10]1[CH:15]=[C:14]([CH:16]=[CH:17][C:18]2[S:19][CH:20]=[C:21]3[O:26][CH2:25][CH2:24][O:23][C:22]=23)[CH:13]=[CH:12][N:11]=1.C1(C)C=CC=CC=1.O, predict the reaction product. The product is: [CH2:24]1[CH2:25][O:26][C:21]2[C:22](=[C:18]([CH:17]=[CH:16][C:14]3[CH:13]=[CH:12][N:11]=[C:10]([Sn:2]([CH3:8])([CH3:7])[CH3:1])[CH:15]=3)[S:19][CH:20]=2)[O:23]1.